Dataset: Catalyst prediction with 721,799 reactions and 888 catalyst types from USPTO. Task: Predict which catalyst facilitates the given reaction. (1) Reactant: [Cl:1][C:2]1[CH:10]=[CH:9][C:8]2[C:4](=[CH:5][N:6]([CH2:11][C:12]3[CH:13]=[C:14]([CH:19]=[CH:20][N:21]=3)[C:15]([O:17]C)=[O:16])[N:7]=2)[CH:3]=1.O[Li].O.O. Product: [Cl:1][C:2]1[CH:10]=[CH:9][C:8]2[C:4](=[CH:5][N:6]([CH2:11][C:12]3[CH:13]=[C:14]([CH:19]=[CH:20][N:21]=3)[C:15]([OH:17])=[O:16])[N:7]=2)[CH:3]=1. The catalyst class is: 1. (2) Reactant: [F:1][C:2]1[CH:3]=[C:4]2[CH:18]=[CH:17][N:16]([CH3:19])[C:5]2=[N:6][C:7]=1[O:8][CH2:9][C:10]1[CH:15]=[CH:14][CH:13]=[CH:12][N:11]=1.[OH-].[Na+].[Br:22]N1C(=O)CCC1=O. Product: [Br:22][C:18]1[C:4]2[C:5](=[N:6][C:7]([O:8][CH2:9][C:10]3[CH:15]=[CH:14][CH:13]=[CH:12][N:11]=3)=[C:2]([F:1])[CH:3]=2)[N:16]([CH3:19])[CH:17]=1. The catalyst class is: 3. (3) Reactant: [C:1]([CH2:4][CH2:5][CH2:6][CH2:7][CH2:8][N:9]([CH3:70])[C@H:10]([C:14]([NH:16][C@H:17]([C:21]([N:23]([C@@H:25]([C@@H:66]([CH3:69])[CH2:67][CH3:68])[C@H:26]([O:64][CH3:65])[CH2:27][C:28]([N:30]1[CH2:34][CH2:33][CH2:32][C@H:31]1[C@H:35]([O:62][CH3:63])[C@@H:36]([CH3:61])[C:37]([NH:39][C@@H:40]([CH2:51][C:52]1[C:60]2[C:55](=[CH:56][CH:57]=[CH:58][CH:59]=2)[NH:54][CH:53]=1)[C:41]([NH:43][CH2:44][C:45]1[CH:50]=[CH:49][CH:48]=[CH:47][CH:46]=1)=[O:42])=[O:38])=[O:29])[CH3:24])=[O:22])[CH:18]([CH3:20])[CH3:19])=[O:15])[CH:11]([CH3:13])[CH3:12])([OH:3])=[O:2].O[N:72]1[C:76](=[O:77])[CH2:75][CH2:74][C:73]1=[O:78].Cl.CN(C)CCCN=C=NCC. Product: [O:78]=[C:73]1[CH2:74][CH2:75][C:76](=[O:77])[N:72]1[O:2][C:1](=[O:3])[CH2:4][CH2:5][CH2:6][CH2:7][CH2:8][N:9]([CH3:70])[C@H:10]([C:14]([NH:16][C@H:17]([C:21]([N:23]([C@@H:25]([C@@H:66]([CH3:69])[CH2:67][CH3:68])[C@H:26]([O:64][CH3:65])[CH2:27][C:28]([N:30]1[CH2:34][CH2:33][CH2:32][C@H:31]1[C@H:35]([O:62][CH3:63])[C@@H:36]([CH3:61])[C:37]([NH:39][C@@H:40]([CH2:51][C:52]1[C:60]2[C:55](=[CH:56][CH:57]=[CH:58][CH:59]=2)[NH:54][CH:53]=1)[C:41]([NH:43][CH2:44][C:45]1[CH:50]=[CH:49][CH:48]=[CH:47][CH:46]=1)=[O:42])=[O:38])=[O:29])[CH3:24])=[O:22])[CH:18]([CH3:19])[CH3:20])=[O:15])[CH:11]([CH3:13])[CH3:12]. The catalyst class is: 154.